This data is from Experimentally validated miRNA-target interactions with 360,000+ pairs, plus equal number of negative samples. The task is: Binary Classification. Given a miRNA mature sequence and a target amino acid sequence, predict their likelihood of interaction. (1) The miRNA is hsa-miR-6894-3p with sequence UUGCCUGCCCUCUUCCUCCAG. The protein sequence of the target gene is MAKSPENSTLEEILGQYQRSLREHASRSIHQLTCALKEGDVTIGEDAPNLSFSTSVGNEDARTAWPELQQSHAVNQLKDLLRQQADKESEVSPSRRRKMSPLRSLEHEETNMPTMHDLVHTINDQSQYIHHLEAEVKFCKEELSGMKNKIQVVVLENEGLQQQLKSQRQEETLREQTLLDASGNMHNSWITTGEDSGVGETSKRPFSHDNADFGKAASAGEQLELEKLKLTYEEKCEIEESQLKFLRNDLAEYQRTCEDLKEQLKHKEFLLAANTCNRVGGLCLKCAQHEAVLSQTHTNV.... Result: 0 (no interaction). (2) The protein sequence of the target gene is MQKPCKENEGKPKCSVPKREEKRPYGEFERQQTEGNFRQRLLQSLEEFKEDIDYRHFKDEEMTREGDEMERCLEEIRGLRKKFRALHSNHRHSRDRPYPI. The miRNA is mmu-miR-7068-3p with sequence UCACCCUGGACUGACUCUCAG. Result: 0 (no interaction).